This data is from Forward reaction prediction with 1.9M reactions from USPTO patents (1976-2016). The task is: Predict the product of the given reaction. (1) Given the reactants [CH2:1]([O:8][C:9]([N:11]1[C@H:15]([C:16]([N:18]2[CH2:23][CH2:22][N:21]([C:24]3[CH:29]=[C:28]([CH3:30])[CH:27]=[CH:26][C:25]=3[CH3:31])[CH2:20][CH2:19]2)=[O:17])[CH2:14][NH:13][C:12]1=[O:32])=[O:10])[C:2]1[CH:7]=[CH:6][CH:5]=[CH:4][CH:3]=1.C(N(C(C)C)C(C)C)C.[C:42]1([S:48](Cl)(=[O:50])=[O:49])[CH:47]=[CH:46][CH:45]=[CH:44][CH:43]=1.C([O-])(O)=O.[Na+], predict the reaction product. The product is: [CH2:1]([O:8][C:9]([N:11]1[C@H:15]([C:16]([N:18]2[CH2:23][CH2:22][N:21]([C:24]3[CH:29]=[C:28]([CH3:30])[CH:27]=[CH:26][C:25]=3[CH3:31])[CH2:20][CH2:19]2)=[O:17])[CH2:14][N:13]([S:48]([C:42]2[CH:47]=[CH:46][CH:45]=[CH:44][CH:43]=2)(=[O:50])=[O:49])[C:12]1=[O:32])=[O:10])[C:2]1[CH:3]=[CH:4][CH:5]=[CH:6][CH:7]=1. (2) Given the reactants [ClH:1].[NH:2]1[C:6]2[CH:7]=[CH:8][CH:9]=[CH:10][C:5]=2[N:4]=[C:3]1[C@H:11]([NH2:21])[CH2:12][C:13]1[CH:18]=[CH:17][C:16]([O:19][CH3:20])=[CH:15][CH:14]=1.[CH3:22][N:23]1[CH2:27][CH2:26][CH2:25][CH:24]1[CH2:28][CH2:29][NH2:30].[C:31](O)(C(F)(F)F)=[O:32], predict the reaction product. The product is: [ClH:1].[ClH:1].[NH:2]1[C:6]2[CH:7]=[CH:8][CH:9]=[CH:10][C:5]=2[N:4]=[C:3]1[C@H:11]([NH:21][C:31]([NH:30][CH2:29][CH2:28][CH:24]1[CH2:25][CH2:26][CH2:27][N:23]1[CH3:22])=[O:32])[CH2:12][C:13]1[CH:18]=[CH:17][C:16]([O:19][CH3:20])=[CH:15][CH:14]=1. (3) Given the reactants [H-].[Al+3].[Li+].[H-].[H-].[H-].[C:7]1(=O)[CH:15]2[CH:10]([CH2:11][CH:12]=[CH:13][CH2:14]2)[C:9](=O)[NH:8]1, predict the reaction product. The product is: [CH2:7]1[CH:15]2[CH:10]([CH2:11][CH:12]=[CH:13][CH2:14]2)[CH2:9][NH:8]1. (4) Given the reactants [C:1]([C:5]1[CH:10]=[CH:9][C:8]([S:11]([NH:14][C:15]2[CH:16]=[C:17]3[C:21](=[CH:22][CH:23]=2)[NH:20][C:19]([C:24]([OH:26])=O)=[C:18]3[C:27]2[CH:32]=[CH:31][CH:30]=[CH:29][C:28]=2[CH3:33])(=[O:13])=[O:12])=[CH:7][CH:6]=1)([CH3:4])([CH3:3])[CH3:2].[CH3:34][N:35]([CH3:39])[CH2:36][CH2:37][NH2:38], predict the reaction product. The product is: [CH3:34][N:35]([CH3:39])[CH2:36][CH2:37][NH:38][C:24]([C:19]1[NH:20][C:21]2[C:17]([C:18]=1[C:27]1[CH:32]=[CH:31][CH:30]=[CH:29][C:28]=1[CH3:33])=[CH:16][C:15]([NH:14][S:11]([C:8]1[CH:7]=[CH:6][C:5]([C:1]([CH3:4])([CH3:2])[CH3:3])=[CH:10][CH:9]=1)(=[O:13])=[O:12])=[CH:23][CH:22]=2)=[O:26].